This data is from Catalyst prediction with 721,799 reactions and 888 catalyst types from USPTO. The task is: Predict which catalyst facilitates the given reaction. Reactant: [F:1][C:2]1[CH:3]=[C:4]([NH:8][C:9]([N:11]2[CH2:16][CH2:15][N:14]([C:17]([O:19][C:20]([CH3:23])([CH3:22])[CH3:21])=[O:18])[CH2:13][CH:12]2[CH2:24]O)=[O:10])[CH:5]=[CH:6][CH:7]=1.C1(P(C2C=CC=CC=2)C2C=CC=CC=2)C=CC=CC=1.N(C(OCC)=O)=NC(OCC)=O.C1(C)C=CC=CC=1.O. Product: [F:1][C:2]1[CH:3]=[C:4]([N:8]2[CH2:24][CH:12]3[CH2:13][N:14]([C:17]([O:19][C:20]([CH3:22])([CH3:21])[CH3:23])=[O:18])[CH2:15][CH2:16][N:11]3[C:9]2=[O:10])[CH:5]=[CH:6][CH:7]=1. The catalyst class is: 9.